This data is from Reaction yield outcomes from USPTO patents with 853,638 reactions. The task is: Predict the reaction yield, written as a fraction of the theoretical maximum amount of product (1.0 means a 100% yield; for example, 0.34 means a 34% yield). (1) The reactants are [Br:1][C:2]1[C:11]2[CH2:10][CH2:9][CH:8]([C:12]([O:14][CH3:15])=[O:13])[C:7](=[O:16])[C:6]=2[CH:5]=[N:4][CH:3]=1.[H-].[Na+].[CH3:19]I. The catalyst is CN(C=O)C.C1COCC1.O. The product is [CH3:15][O:14][C:12]([C:8]1([CH3:19])[C:7](=[O:16])[C:6]2[CH:5]=[N:4][CH:3]=[C:2]([Br:1])[C:11]=2[CH2:10][CH2:9]1)=[O:13]. The yield is 0.900. (2) The reactants are S([O-])([O-])=O.[Na+].[Na+].[I:7][C:8]1[N:9]=[C:10]([C@@H:14]2[CH2:18][CH2:17][CH2:16][N:15]2[C:19]([O:21][C:22]([CH3:25])([CH3:24])[CH3:23])=[O:20])[NH:11][C:12]=1I. The catalyst is C(O)C.O.C(OCC)(=O)C. The product is [I:7][C:8]1[NH:9][C:10]([C@@H:14]2[CH2:18][CH2:17][CH2:16][N:15]2[C:19]([O:21][C:22]([CH3:25])([CH3:24])[CH3:23])=[O:20])=[N:11][CH:12]=1. The yield is 0.731.